From a dataset of Full USPTO retrosynthesis dataset with 1.9M reactions from patents (1976-2016). Predict the reactants needed to synthesize the given product. The reactants are: P(Cl)(Cl)([Cl:3])=O.[N:6]1[C:15]2[C:10](=[CH:11][C:12]([OH:16])=[CH:13][CH:14]=2)[CH:9]=[CH:8][C:7]=1O.CN(C)C=O.[OH-].[Na+]. Given the product [Cl:3][C:7]1[CH:8]=[CH:9][C:10]2[C:15](=[CH:14][CH:13]=[C:12]([OH:16])[CH:11]=2)[N:6]=1, predict the reactants needed to synthesize it.